From a dataset of Forward reaction prediction with 1.9M reactions from USPTO patents (1976-2016). Predict the product of the given reaction. (1) The product is: [OH:16][CH2:15][CH2:14][N:12]1[CH:13]=[C:9]([NH:8][C:6](=[O:7])[O:5][C:1]([CH3:3])([CH3:2])[CH3:4])[N:10]=[CH:11]1. Given the reactants [C:1]([O:5][C:6]([NH:8][C:9]1[N:10]=[CH:11][N:12]([CH2:14][C:15](OCC)=[O:16])[CH:13]=1)=[O:7])([CH3:4])([CH3:3])[CH3:2].[Li+].[BH4-].CO.O, predict the reaction product. (2) Given the reactants [CH2:1]([O:5][C:6]([N:8]1[CH2:12][C@H:11]([SH:13])[CH2:10][C@H:9]1[CH2:14][N:15]([C:25](=[O:27])[CH3:26])[CH2:16][C:17]1[CH:22]=[C:21]([F:23])[CH:20]=[CH:19][C:18]=1[F:24])=[O:7])[CH2:2][CH2:3][CH3:4].[C:28](Cl)(=[O:30])[CH3:29], predict the reaction product. The product is: [CH2:1]([O:5][C:6]([N:8]1[CH2:12][C@H:11]([S:13][C:28](=[O:30])[CH3:29])[CH2:10][C@H:9]1[CH2:14][N:15]([C:25](=[O:27])[CH3:26])[CH2:16][C:17]1[CH:22]=[C:21]([F:23])[CH:20]=[CH:19][C:18]=1[F:24])=[O:7])[CH2:2][CH2:3][CH3:4]. (3) Given the reactants C(OC1C=CC=CC=1[CH2:8][N:9]([CH2:27][C:28]1[CH:33]=[CH:32][CH:31]=[CH:30][N:29]=1)[CH2:10][CH2:11][CH2:12][N:13]1[CH2:18][CH2:17][CH:16]([C:19]2[CH:24]=[CH:23][CH:22]=[CH:21][C:20]=2[O:25][CH3:26])[CH2:15][CH2:14]1)(C)(C)C.COC1[CH2:45][CH:44]([C:46]2C=CC=CC=2)[CH2:43]CN1.[C:52]([O-:55])([O-])=[O:53].[K+].[K+], predict the reaction product. The product is: [CH3:26][O:25][C:20]1[CH:21]=[CH:22][CH:23]=[CH:24][C:19]=1[CH:16]1[CH2:15][CH2:14][N:13]([CH2:12][CH2:11][CH2:10][N:9]([CH2:27][C:28]2[CH:33]=[CH:32][CH:31]=[CH:30][N:29]=2)[CH2:8][C:52]([O:55][C:44]([CH3:46])([CH3:45])[CH3:43])=[O:53])[CH2:18][CH2:17]1. (4) The product is: [C:18]([O:17][C:15]([N:8]1[CH2:9][C@H:10]([N:12]=[N+:13]=[N-:14])[CH2:11][C@@H:7]1[CH2:5][OH:4])=[O:16])([CH3:21])([CH3:20])[CH3:19]. Given the reactants [BH4-].[Li+].C[O:4][C:5]([C@H:7]1[CH2:11][C@@H:10]([N:12]=[N+:13]=[N-:14])[CH2:9][N:8]1[C:15]([O:17][C:18]([CH3:21])([CH3:20])[CH3:19])=[O:16])=O.C(=O)(O)[O-].[Na+], predict the reaction product. (5) Given the reactants I[C:2]1[CH:14]=[C:13]([C:15]([CH3:22])([CH2:17][C:18]([CH3:21])([CH3:20])[CH3:19])[CH3:16])[CH:12]=[CH:11][C:3]=1[O:4][CH:5]1[CH2:10][CH2:9][CH2:8][CH2:7][O:6]1.[C:23]([C:27]1[CH:39]=[CH:38][C:37]2[C:36]3[C:31](=[CH:32][C:33]([C:40]([CH3:43])([CH3:42])[CH3:41])=[CH:34][CH:35]=3)[NH:30][C:29]=2[CH:28]=1)([CH3:26])([CH3:25])[CH3:24].[O-]P([O-])([O-])=O.[K+].[K+].[K+].CNCCNC, predict the reaction product. The product is: [C:40]([C:33]1[CH:34]=[CH:35][C:36]2[C:37]3[C:29](=[CH:28][C:27]([C:23]([CH3:26])([CH3:25])[CH3:24])=[CH:39][CH:38]=3)[N:30]([C:2]3[CH:14]=[C:13]([C:15]([CH3:22])([CH2:17][C:18]([CH3:21])([CH3:20])[CH3:19])[CH3:16])[CH:12]=[CH:11][C:3]=3[O:4][CH:5]3[CH2:10][CH2:9][CH2:8][CH2:7][O:6]3)[C:31]=2[CH:32]=1)([CH3:43])([CH3:42])[CH3:41].